From a dataset of Reaction yield outcomes from USPTO patents with 853,638 reactions. Predict the reaction yield, written as a fraction of the theoretical maximum amount of product (1.0 means a 100% yield; for example, 0.34 means a 34% yield). (1) The reactants are [OH:1][C:2]1[CH:11]=[C:10]2[C:5](C(C)=[C:7](C3C=CC(C(NCCN4CCOCC4)=O)=CC=3)[C:8](=O)[O:9]2)=[CH:4][CH:3]=1.C1N2CN3CN(C2)C[N:32]1C3.[C:41]([OH:47])(C(F)(F)F)=O. No catalyst specified. The product is [OH:1][C:2]1[CH:3]=[CH:4][C:5]2[N:32]=[C:8]([CH3:7])[O:9][C:10]=2[C:11]=1[CH:41]=[O:47]. The yield is 0.0670. (2) The reactants are CC(C)([O-])C.[K+].[CH3:7][O:8][C:9]1[CH:14]=[CH:13][C:12](/[CH:15]=[CH:16]/[CH:17]=O)=[CH:11][CH:10]=1.[C:19]([CH2:21][C:22]([NH2:24])=[O:23])#[N:20].O=O. The catalyst is CS(C)=O. The product is [CH3:7][O:8][C:9]1[CH:14]=[CH:13][C:12]([C:15]2[CH:16]=[CH:17][NH:24][C:22](=[O:23])[C:21]=2[C:19]#[N:20])=[CH:11][CH:10]=1. The yield is 0.360. (3) The reactants are [Cl:1][C:2]1[CH:3]=[CH:4][CH:5]=[C:6]2[C:10]=1[N:9]([CH3:11])[CH:8]=[C:7]2[CH2:12][N:13]([CH3:30])[C:14](=[O:29])/[CH:15]=[CH:16]/[C:17]1[CH:18]=[N:19][C:20]([NH:23][CH2:24][C:25]([O:27]C)=O)=[CH:21][CH:22]=1.COC([CH2:35][NH:36]C1N=CC(/C=C/C(N(C)CC2C3C(=CC=CC=3)NC=2C)=O)=CC=1)=O. No catalyst specified. The product is [Cl:1][C:2]1[CH:3]=[CH:4][CH:5]=[C:6]2[C:10]=1[N:9]([CH3:11])[CH:8]=[C:7]2[CH2:12][N:13]([CH3:30])[C:14](=[O:29])/[CH:15]=[CH:16]/[C:17]1[CH:18]=[N:19][C:20]([NH:23][CH2:24][C:25]([NH:36][CH3:35])=[O:27])=[CH:21][CH:22]=1. The yield is 0.940. (4) The reactants are [Br:1][C:2]1[CH:15]=[CH:14][C:5]([O:6][CH2:7][C:8](N(OC)C)=[O:9])=[C:4]([O:16][CH3:17])[CH:3]=1.[CH:18]1([Mg]Br)[CH2:20][CH2:19]1.[NH4+].[Cl-]. The catalyst is C1COCC1. The product is [Br:1][C:2]1[CH:15]=[CH:14][C:5]([O:6][CH2:7][C:8]([CH:18]2[CH2:20][CH2:19]2)=[O:9])=[C:4]([O:16][CH3:17])[CH:3]=1. The yield is 0.920. (5) The reactants are [O:1]=[O+][O-].[N+:4]([C:7]1[CH:15]=[CH:14][CH:13]=[C:12]2[C:8]=1[C:9]([CH:23]=C)=[N:10][N:11]2[C:16]([O:18][C:19]([CH3:22])([CH3:21])[CH3:20])=[O:17])([O-:6])=[O:5].C1(P(C2C=CC=CC=2)C2C=CC=CC=2)C=CC=CC=1. The catalyst is C(Cl)Cl. The product is [CH:23]([C:9]1[C:8]2[C:12](=[CH:13][CH:14]=[CH:15][C:7]=2[N+:4]([O-:6])=[O:5])[N:11]([C:16]([O:18][C:19]([CH3:22])([CH3:21])[CH3:20])=[O:17])[N:10]=1)=[O:1]. The yield is 0.210. (6) The reactants are [CH3:1][O:2][C:3]1[CH:24]=[CH:23][C:6]([CH2:7][N:8]2[CH:12]=[C:11]([C:13](N(OC)C)=[O:14])[C:10]([C:19]([OH:22])([CH3:21])[CH3:20])=[N:9]2)=[CH:5][CH:4]=1.[CH2:25]1COC[CH2:26]1. No catalyst specified. The product is [CH3:1][O:2][C:3]1[CH:4]=[CH:5][C:6]([CH2:7][N:8]2[CH:12]=[C:11]([C:13](=[O:14])[CH:25]=[CH2:26])[C:10]([C:19]([OH:22])([CH3:20])[CH3:21])=[N:9]2)=[CH:23][CH:24]=1. The yield is 0.220. (7) The reactants are C[O:2][C:3](=O)[C:4]([NH:16][C:17](=[O:31])[C:18]1[CH:23]=[C:22]([C:24]#[CH:25])[CH:21]=[CH:20][C:19]=1[O:26][C:27]([F:30])([F:29])[F:28])([CH3:15])[CH2:5][C:6]1[C:14]2[C:9](=[CH:10][CH:11]=[CH:12][CH:13]=2)[NH:8][CH:7]=1.[BH4-].[Li+]. The catalyst is C1COCC1. The product is [C:24]([C:22]1[CH:21]=[CH:20][C:19]([O:26][C:27]([F:30])([F:28])[F:29])=[C:18]([CH:23]=1)[C:17]([NH:16][C:4]([CH2:5][C:6]1[C:14]2[C:9](=[CH:10][CH:11]=[CH:12][CH:13]=2)[NH:8][CH:7]=1)([CH3:15])[CH2:3][OH:2])=[O:31])#[CH:25]. The yield is 0.670.